This data is from Reaction yield outcomes from USPTO patents with 853,638 reactions. The task is: Predict the reaction yield, written as a fraction of the theoretical maximum amount of product (1.0 means a 100% yield; for example, 0.34 means a 34% yield). (1) The reactants are [Br:1][C:2]1[CH:35]=[CH:34][CH:33]=[CH:32][C:3]=1[CH2:4][CH:5]1[C:11](=[O:12])[NH:10][C:9]2[CH:13]=[CH:14][C:15]([Cl:17])=[CH:16][C:8]=2[C:7]([C:18]2[CH:23]=[CH:22][C:21]([NH:24]C(=O)OC(C)(C)C)=[CH:20][CH:19]=2)=[N:6]1.FC(F)(F)C(O)=O.[OH-].[Na+]. The catalyst is ClCCl.O. The product is [NH2:24][C:21]1[CH:20]=[CH:19][C:18]([C:7]2[C:8]3[CH:16]=[C:15]([Cl:17])[CH:14]=[CH:13][C:9]=3[NH:10][C:11](=[O:12])[CH:5]([CH2:4][C:3]3[CH:32]=[CH:33][CH:34]=[CH:35][C:2]=3[Br:1])[N:6]=2)=[CH:23][CH:22]=1. The yield is 0.870. (2) The reactants are [O-:1][Mn](=O)(=O)=O.[K+].[CH3:7][N:8]1[C:12]([S:13][CH3:14])=[N:11][N:10]=[C:9]1[C:15]1[CH:16]=[N:17][CH:18]=[CH:19][CH:20]=1.[OH-:21].[Na+].C(Cl)(Cl)Cl. The catalyst is O.C(O)(=O)C. The product is [CH3:7][N:8]1[C:12]([S:13]([CH3:14])(=[O:1])=[O:21])=[N:11][N:10]=[C:9]1[C:15]1[CH:16]=[N:17][CH:18]=[CH:19][CH:20]=1. The yield is 0.530. (3) The product is [CH3:17][N:12]1[C:11](/[C:10](=[N:9]\[O:8][CH2:7][C:5]2[N:6]=[C:2]([NH:1][C:32](=[O:34])[O:33][C:41]([CH3:44])([CH3:43])[CH3:42])[S:3][CH:4]=2)/[C:18]2[CH:23]=[CH:22][CH:21]=[CH:20][CH:19]=2)=[N:15][C:14](=[S:16])[O:13]1. The catalyst is C(#N)C. The reactants are [NH2:1][C:2]1[S:3][CH:4]=[C:5]([CH2:7][O:8]/[N:9]=[C:10](/[C:18]2[CH:23]=[CH:22][CH:21]=[CH:20][CH:19]=2)\[C:11]2[N:12]([CH3:17])[O:13][C:14](=[S:16])[N:15]=2)[N:6]=1.FC1C=CC([ClH][C:32](=[O:34])[O-:33])=CC=1.N1C=CC=CC=1.[C:41](O)([CH3:44])([CH3:43])[CH3:42]. The yield is 0.180. (4) The reactants are [OH:1][CH:2]1[CH2:7][CH2:6][N:5]([CH2:8][C:9]2[CH:14]=[CH:13][CH:12]=[CH:11][CH:10]=2)[CH2:4][CH:3]1[C:15]([NH2:17])=O.B.CSC.CO. The catalyst is C1COCC1. The product is [NH2:17][CH2:15][CH:3]1[CH:2]([OH:1])[CH2:7][CH2:6][N:5]([CH2:8][C:9]2[CH:14]=[CH:13][CH:12]=[CH:11][CH:10]=2)[CH2:4]1. The yield is 0.510. (5) The reactants are [CH3:1][O:2][C:3]1[CH:4]=[C:5]2[C:10](=[CH:11][CH:12]=1)[CH:9]=[C:8]([C:13]1[N:14]=[C:15]([C:24]([CH3:28])([CH3:27])[CH2:25][NH2:26])[NH:16][C:17]=1[C:18]1[CH:23]=[CH:22][N:21]=[CH:20][CH:19]=1)[CH:7]=[CH:6]2.CCN(C(C)C)C(C)C.[CH2:38]([N:40]=[C:41]=[O:42])[CH3:39]. The catalyst is ClCCl.O. The product is [CH2:38]([NH:40][C:41]([NH:26][CH2:25][C:24]([C:15]1[NH:16][C:17]([C:18]2[CH:23]=[CH:22][N:21]=[CH:20][CH:19]=2)=[C:13]([C:8]2[CH:7]=[CH:6][C:5]3[C:10](=[CH:11][CH:12]=[C:3]([O:2][CH3:1])[CH:4]=3)[CH:9]=2)[N:14]=1)([CH3:28])[CH3:27])=[O:42])[CH3:39]. The yield is 0.500. (6) The reactants are [O:1]=[C:2]1[C:11]2[CH:10]=[CH:9][CH:8]=[C:7]3[NH:12][CH:13]([C:21]4[CH:28]=[CH:27][C:24]([CH:25]=[O:26])=[CH:23][CH:22]=4)[CH:14]([C:15]4[CH:20]=[CH:19][CH:18]=[CH:17][CH:16]=4)[C:5]([C:6]=23)=[N:4][NH:3]1.[NH:29]1[CH2:34][CH2:33][O:32][CH2:31][CH2:30]1.[BH4-].[Na+]. No catalyst specified. The product is [O:32]1[CH2:33][CH2:34][N:29]([CH2:25][C:24]2[CH:23]=[CH:22][C:21]([CH:13]3[NH:12][C:7]4[C:6]5[C:5](=[N:4][NH:3][C:2](=[O:1])[C:11]=5[CH:10]=[CH:9][CH:8]=4)[CH:14]3[C:15]3[CH:20]=[CH:19][CH:18]=[CH:17][CH:16]=3)=[CH:28][CH:27]=2)[CH2:30][CH2:31]1.[OH:26][CH2:25][C:24]1[CH:27]=[CH:28][C:21]([CH:13]2[NH:12][C:7]3[C:6]4[C:5](=[N:4][NH:3][C:2](=[O:1])[C:11]=4[CH:10]=[CH:9][CH:8]=3)[CH:14]2[C:15]2[CH:16]=[CH:17][CH:18]=[CH:19][CH:20]=2)=[CH:22][CH:23]=1. The yield is 0.110. (7) The reactants are O1CCOCC1.O.C([O:14][C@H:15]1[C:20]([C:21]2[CH:26]=[CH:25][C:24]([F:27])=[CH:23][CH:22]=2)=[CH:19][CH2:18][NH:17][CH2:16]1)(=O)C(C)(C)C.O.[OH-].[Li+]. The catalyst is C(Cl)(Cl)Cl. The product is [F:27][C:24]1[CH:25]=[CH:26][C:21]([C:20]2[C@H:15]([OH:14])[CH2:16][NH:17][CH2:18][CH:19]=2)=[CH:22][CH:23]=1. The yield is 0.460. (8) The reactants are [Cl:1][C:2]1[N:3]=[C:4](Cl)[C:5]2[S:10][CH:9]=[CH:8][C:6]=2[N:7]=1.[CH2:12]([NH2:15])[CH2:13][CH3:14].C(N(C(C)C)C(C)C)C. The catalyst is O1CCCC1. The product is [Cl:1][C:2]1[N:3]=[C:4]([CH2:14][CH2:13][CH2:12][NH2:15])[C:5]2[S:10][CH2:9][CH2:8][C:6]=2[N:7]=1. The yield is 0.860.